Dataset: Forward reaction prediction with 1.9M reactions from USPTO patents (1976-2016). Task: Predict the product of the given reaction. (1) Given the reactants [CH3:1][O:2][C:3]1[CH:4]=[C:5]([NH2:11])[CH:6]=[CH:7][C:8]=1[O:9][CH3:10].[Cl:12][C:13]1[CH:14]=[N:15][CH:16]=[C:17]([Cl:21])[C:18]=1[CH:19]=O.[BH4-].[Na+].O, predict the reaction product. The product is: [Cl:12][C:13]1[CH:14]=[N:15][CH:16]=[C:17]([Cl:21])[C:18]=1[CH2:19][NH:11][C:5]1[CH:6]=[CH:7][C:8]([O:9][CH3:10])=[C:3]([O:2][CH3:1])[CH:4]=1. (2) Given the reactants [NH2:1][CH2:2][C:3]([NH:5][C@H:6]([C@@H:19]([OH:23])[C:20]#[C:21][CH3:22])[CH2:7][NH:8][C:9](=[O:18])[O:10][CH2:11][C:12]1[CH:17]=[CH:16][CH:15]=[CH:14][CH:13]=1)=[O:4].C(N(CC)C(C)C)(C)C.[C:33]([O:37][C:38]([NH:40][C:41]1[CH:49]=[CH:48][C:47]([O:50][C:51]([F:54])([F:53])[F:52])=[CH:46][C:42]=1[C:43](O)=[O:44])=[O:39])([CH3:36])([CH3:35])[CH3:34].CN(C(ON1N=NC2C=CC=NC1=2)=[N+](C)C)C.F[P-](F)(F)(F)(F)F, predict the reaction product. The product is: [C:33]([O:37][C:38]([NH:40][C:41]1[CH:49]=[CH:48][C:47]([O:50][C:51]([F:52])([F:53])[F:54])=[CH:46][C:42]=1[C:43]([NH:1][CH2:2][C:3]([NH:5][C@H:6]([C@@H:19]([OH:23])[C:20]#[C:21][CH3:22])[CH2:7][NH:8][C:9](=[O:18])[O:10][CH2:11][C:12]1[CH:17]=[CH:16][CH:15]=[CH:14][CH:13]=1)=[O:4])=[O:44])=[O:39])([CH3:36])([CH3:34])[CH3:35].